This data is from Catalyst prediction with 721,799 reactions and 888 catalyst types from USPTO. The task is: Predict which catalyst facilitates the given reaction. (1) The catalyst class is: 131. Product: [CH3:1][O:2][C:3](=[O:20])[C:4]1[CH:9]=[CH:8][C:7]([O:10][CH2:11][CH2:12][CH2:13][CH2:14][CH2:15][CH2:16][CH2:17][CH3:18])=[CH:6][C:5]=1[O:19][CH2:26][CH2:25][CH2:24][CH:23]=[CH2:22]. Reactant: [CH3:1][O:2][C:3](=[O:20])[C:4]1[CH:9]=[CH:8][C:7]([O:10][CH2:11][CH2:12][CH2:13][CH2:14][CH2:15][CH2:16][CH2:17][CH3:18])=[CH:6][C:5]=1[OH:19].Br[CH2:22][CH2:23][CH2:24][CH:25]=[CH2:26].C([O-])([O-])=O.[K+].[K+]. (2) Product: [F:54][C:55]([F:59])([F:58])[CH2:56][NH:57][C:6]([CH:4]1[CH2:5][C:2]([OH:1])([C:9]2[CH:14]=[CH:13][C:12]([C:15]3[CH2:19][C:18]([C:24]4[CH:25]=[C:26]([Cl:32])[C:27]([Cl:31])=[C:28]([Cl:30])[CH:29]=4)([C:20]([F:21])([F:22])[F:23])[O:17][N:16]=3)=[CH:11][CH:10]=2)[CH2:3]1)=[O:7]. The catalyst class is: 3. Reactant: [OH:1][C:2]1([C:9]2[CH:14]=[CH:13][C:12]([C:15]3[CH2:19][C:18]([C:24]4[CH:29]=[C:28]([Cl:30])[C:27]([Cl:31])=[C:26]([Cl:32])[CH:25]=4)([C:20]([F:23])([F:22])[F:21])[O:17][N:16]=3)=[CH:11][CH:10]=2)[CH2:5][CH:4]([C:6](O)=[O:7])[CH2:3]1.C1C=CC2N(O)N=NC=2C=1.CCN(C(C)C)C(C)C.Cl.Cl.[F:54][C:55]([F:59])([F:58])[CH2:56][NH2:57]. (3) Reactant: Cl[CH2:2][CH2:3][NH:4][C:5]([NH:7][C:8]1[CH:9]=[N:10][N:11]([CH2:13][C:14]2[C:15]([CH3:20])=[N:16][O:17][C:18]=2[CH3:19])[CH:12]=1)=[O:6].[H-].[Na+]. Product: [CH3:20][C:15]1[C:14]([CH2:13][N:11]2[CH:12]=[C:8]([N:7]3[CH2:2][CH2:3][NH:4][C:5]3=[O:6])[CH:9]=[N:10]2)=[C:18]([CH3:19])[O:17][N:16]=1. The catalyst class is: 3.